Dataset: Forward reaction prediction with 1.9M reactions from USPTO patents (1976-2016). Task: Predict the product of the given reaction. (1) Given the reactants [N+:1]([O-:4])(O)=[O:2].[Cl:5][C:6]1[CH:15]=[CH:14][C:13]2[C:8](=[CH:9][CH:10]=[CH:11][CH:12]=2)[N:7]=1, predict the reaction product. The product is: [Cl:5][C:6]1[CH:15]=[CH:14][C:13]2[C:8](=[C:9]([N+:1]([O-:4])=[O:2])[CH:10]=[CH:11][CH:12]=2)[N:7]=1. (2) Given the reactants [C:1]([C:4]1[C:12]2[C:7](=[CH:8][C:9]([O:13][CH3:14])=[CH:10][CH:11]=2)[N:6]([C:15]2[C:24]3[C:19](=[CH:20][CH:21]=[CH:22][CH:23]=3)[N:18]=[CH:17][CH:16]=2)[CH:5]=1)(O)=[O:2].S(Cl)([Cl:27])=O, predict the reaction product. The product is: [Cl:27][C:1]([C:4]1[C:12]2[C:7](=[CH:8][C:9]([O:13][CH3:14])=[CH:10][CH:11]=2)[N:6]([C:15]2[C:24]3[C:19](=[CH:20][CH:21]=[CH:22][CH:23]=3)[N:18]=[CH:17][CH:16]=2)[CH:5]=1)=[O:2]. (3) Given the reactants [NH2:1][C:2]1[C:3]([C:12]([O:14]C)=[O:13])=[N:4][C:5]([O:9][CH2:10][CH3:11])=[CH:6][C:7]=1[Cl:8].[OH-].[Na+], predict the reaction product. The product is: [NH2:1][C:2]1[C:3]([C:12]([OH:14])=[O:13])=[N:4][C:5]([O:9][CH2:10][CH3:11])=[CH:6][C:7]=1[Cl:8]. (4) Given the reactants C(NC(=O)CCN1CCC(NC[C@H](O)C2C=CC(O)=C3C=2C=CC(=O)N3)CC1)C1C=CC=CC=1.[Si:35]([O:42][C@H:43]([C:57]1[CH:66]=[CH:65][C:64]([OH:67])=[C:63]2[C:58]=1[CH:59]=[CH:60][C:61](=[O:68])[NH:62]2)[CH2:44][NH:45][CH:46]1[CH2:51][CH2:50][N:49]([CH2:52][CH2:53][C:54]([OH:56])=O)[CH2:48][CH2:47]1)([C:38]([CH3:41])([CH3:40])[CH3:39])([CH3:37])[CH3:36].[Cl:69][C:70]1[CH:75]=[CH:74][CH:73]=[CH:72][C:71]=1[CH2:76][NH2:77].CN(C(ON1N=NC2C=CC=NC1=2)=[N+](C)C)C.F[P-](F)(F)(F)(F)F, predict the reaction product. The product is: [Si:35]([O:42][C@H:43]([C:57]1[CH:66]=[CH:65][C:64]([OH:67])=[C:63]2[C:58]=1[CH:59]=[CH:60][C:61](=[O:68])[NH:62]2)[CH2:44][NH:45][CH:46]1[CH2:47][CH2:48][N:49]([CH2:52][CH2:53][C:54]([NH:77][CH2:76][C:71]2[CH:72]=[CH:73][CH:74]=[CH:75][C:70]=2[Cl:69])=[O:56])[CH2:50][CH2:51]1)([C:38]([CH3:39])([CH3:40])[CH3:41])([CH3:36])[CH3:37]. (5) Given the reactants O=[CH:2][CH2:3][CH:4]([C:15]1[C:23]2[C:18](=[C:19]([NH:24][S:25]([CH3:28])(=O)=[O:26])[CH:20]=[CH:21][CH:22]=2)[NH:17][CH:16]=1)[C:5]1[CH:10]=[CH:9][C:8]([C:11]([F:14])([F:13])[F:12])=[CH:7][CH:6]=1.[C-:29]#[N:30].[K+].[OH2:32].C(N(S(F)(F)[F:39])CC)C, predict the reaction product. The product is: [C:29]([CH:2]([F:39])[CH2:3][CH:4]([C:15]1[C:23]2[C:18](=[C:19]([NH:24][S:25]([CH3:28])(=[O:26])=[O:32])[CH:20]=[CH:21][CH:22]=2)[NH:17][CH:16]=1)[C:5]1[CH:6]=[CH:7][C:8]([C:11]([F:13])([F:12])[F:14])=[CH:9][CH:10]=1)#[N:30]. (6) Given the reactants [CH2:1]([O:8][C:9]([N:11]1[CH2:16][CH2:15][NH:14][C:13](=[O:17])[CH2:12]1)=[O:10])[C:2]1[CH:7]=[CH:6][CH:5]=[CH:4][CH:3]=1.[H-].[Na+].[CH3:20][O:21][C:22]1[CH:29]=[CH:28][C:25]([CH2:26]Cl)=[CH:24][CH:23]=1, predict the reaction product. The product is: [CH2:1]([O:8][C:9]([N:11]1[CH2:16][CH2:15][N:14]([CH2:26][C:25]2[CH:28]=[CH:29][C:22]([O:21][CH3:20])=[CH:23][CH:24]=2)[C:13](=[O:17])[CH2:12]1)=[O:10])[C:2]1[CH:3]=[CH:4][CH:5]=[CH:6][CH:7]=1.